This data is from Full USPTO retrosynthesis dataset with 1.9M reactions from patents (1976-2016). The task is: Predict the reactants needed to synthesize the given product. Given the product [CH3:16][S:17][C:18]1[CH:25]=[CH:24][C:21]([CH2:22][N:6]([CH:2]([CH2:3][CH2:4][CH3:5])[CH3:1])[C:7]2[CH:15]=[CH:14][C:10]3[NH:11][CH:12]=[N:13][C:9]=3[CH:8]=2)=[CH:20][CH:19]=1, predict the reactants needed to synthesize it. The reactants are: [CH3:1][CH:2]([NH:6][C:7]1[CH:15]=[CH:14][C:10]2[N:11]=[CH:12][NH:13][C:9]=2[CH:8]=1)[CH2:3][CH2:4][CH3:5].[CH3:16][S:17][C:18]1[CH:25]=[CH:24][C:21]([CH2:22]Br)=[CH:20][CH:19]=1.C([O-])([O-])=O.[K+].[K+].